This data is from Forward reaction prediction with 1.9M reactions from USPTO patents (1976-2016). The task is: Predict the product of the given reaction. (1) Given the reactants [Br:1][C:2]1[N:7]=[C:6]([O:8][CH3:9])[C:5]([NH:10][NH2:11])=[CH:4][CH:3]=1.N1C=CC=CC=1.O1CCCC1.[CH2:23]([O:25][CH:26]=[CH:27][C:28](Cl)=[O:29])[CH3:24], predict the reaction product. The product is: [Br:1][C:2]1[N:7]=[C:6]([O:8][CH3:9])[C:5]([NH:10][NH:11][C:28](=[O:29])[CH:27]=[CH:26][O:25][CH2:23][CH3:24])=[CH:4][CH:3]=1. (2) The product is: [CH3:40][O:39][C:36]1[CH:37]=[CH:38][C:22]([C:20](=[O:21])[C:19]2[CH:18]=[CH:17][C:16]([O:15][CH2:2][C:3]3[O:7][N:6]=[C:5]([C:8]4[CH:13]=[CH:12][C:11]([Cl:14])=[CH:10][CH:9]=4)[N:4]=3)=[CH:42][CH:41]=2)=[C:23]([CH:35]=1)[O:24][C:25]([CH3:34])([CH3:33])[C:26]([OH:28])=[O:27]. Given the reactants Cl[CH2:2][C:3]1[O:7][N:6]=[C:5]([C:8]2[CH:13]=[CH:12][C:11]([Cl:14])=[CH:10][CH:9]=2)[N:4]=1.[OH:15][C:16]1[CH:42]=[CH:41][C:19]([C:20]([C:22]2[CH:38]=[CH:37][C:36]([O:39][CH3:40])=[CH:35][C:23]=2[O:24][C:25]([CH3:34])([CH3:33])[C:26]([O:28]C(C)(C)C)=[O:27])=[O:21])=[CH:18][CH:17]=1.C(=O)([O-])[O-].[K+].[K+].CN(C)C=O, predict the reaction product.